From a dataset of Full USPTO retrosynthesis dataset with 1.9M reactions from patents (1976-2016). Predict the reactants needed to synthesize the given product. (1) Given the product [C:9]([NH:8][C:6]1[CH:5]=[CH:4][C:3]([C:12]2[CH:14]=[C:12]([C:3]3[CH:4]=[CH:5][C:6]([NH:8][C:9](=[O:10])[CH3:11])=[CH:7][C:2]=3[CH3:1])[CH:14]=[C:12]([C:3]3[CH:4]=[CH:5][C:6]([NH:8][C:9](=[O:10])[CH3:11])=[CH:7][C:2]=3[CH3:1])[CH:14]=2)=[C:2]([CH3:1])[CH:7]=1)(=[O:10])[CH3:11], predict the reactants needed to synthesize it. The reactants are: [CH3:1][C:2]1[CH:7]=[C:6]([NH:8][C:9]([CH3:11])=[O:10])[CH:5]=[CH:4][C:3]=1[C:12]([CH3:14])=O. (2) Given the product [CH:53]1([NH:49][C:25]([C:22]2[CH:23]=[C:24]3[C:19](=[CH:20][C:21]=2[O:28][CH3:29])[N:18]=[CH:17][CH:16]=[C:15]3[O:14][C:13]2[CH:12]=[CH:11][C:10]([N:9]([C:7]([NH:6][C:5]3[CH:33]=[CH:34][C:2]([F:1])=[CH:3][CH:4]=3)=[O:8])[CH3:32])=[CH:31][CH:30]=2)=[O:27])[CH2:54][CH2:55]1, predict the reactants needed to synthesize it. The reactants are: [F:1][C:2]1[CH:34]=[CH:33][C:5]([NH:6][C:7]([N:9]([CH3:32])[C:10]2[CH:31]=[CH:30][C:13]([O:14][C:15]3[C:24]4[C:19](=[CH:20][C:21]([O:28][CH3:29])=[C:22]([C:25]([OH:27])=O)[CH:23]=4)[N:18]=[CH:17][CH:16]=3)=[CH:12][CH:11]=2)=[O:8])=[CH:4][CH:3]=1.C(N(CC)CC)C.F[P-](F)(F)(F)(F)F.[N:49]1(O[P+](N(C)C)(N(C)C)N(C)C)[C:53]2[CH:54]=[CH:55][CH:55]=[CH:54][C:53]=2[N:49]=N1.C1(N)CC1. (3) Given the product [C:22]([OH:29])(=[O:21])[CH3:27].[NH2:44][C:45]1[N:46]([CH2:35][C:36]([N:1]2[CH2:2][CH:3]([N:5]3[C:9]4=[N:10][CH:11]=[N:12][C:13]([NH2:14])=[C:8]4[C:7]([C:15]4[CH:16]=[CH:17][C:18]([O:21][C:22]5[CH:27]=[CH:26][CH:25]=[CH:24][CH:23]=5)=[CH:19][CH:20]=4)=[N:6]3)[CH2:4]2)=[O:37])[CH:47]=[CH:48][N:49]=1, predict the reactants needed to synthesize it. The reactants are: [NH:1]1[CH2:4][CH:3]([N:5]2[C:9]3=[N:10][CH:11]=[N:12][C:13]([NH2:14])=[C:8]3[C:7]([C:15]3[CH:20]=[CH:19][C:18]([O:21][C:22]4[CH:27]=[CH:26][CH:25]=[CH:24][CH:23]=4)=[CH:17][CH:16]=3)=[N:6]2)[CH2:2]1.C(=O)([O-])[O-:29].[K+].[K+].Cl[CH2:35][C:36](Cl)=[O:37].S(O)(O)(=O)=O.[NH2:44][C:45]1[NH:46][CH:47]=[CH:48][N:49]=1. (4) Given the product [F:40][C:2]([F:1])([F:39])[CH:3]([OH:38])[CH2:4][C@@H:5]([NH:10][C:11]1[C:16]([F:17])=[CH:15][N:14]=[C:13]([C:18]2[C:26]3[C:21](=[N:22][CH:23]=[C:24]([F:27])[CH:25]=3)[NH:20][CH:19]=2)[N:12]=1)[C:6]([CH3:7])([CH3:8])[CH3:9], predict the reactants needed to synthesize it. The reactants are: [F:1][C:2]([F:40])([F:39])[CH:3]([OH:38])[CH2:4][C@@H:5]([NH:10][C:11]1[C:16]([F:17])=[CH:15][N:14]=[C:13]([C:18]2[C:26]3[C:21](=[N:22][CH:23]=[C:24]([F:27])[CH:25]=3)[N:20](S(C3C=CC(C)=CC=3)(=O)=O)[CH:19]=2)[N:12]=1)[C:6]([CH3:9])([CH3:8])[CH3:7].C[O-].[Na+].C([O-])(O)=O.[Na+]. (5) Given the product [Cl:10][C:9]1[CH:8]=[CH:7][N:6]=[C:5]2[NH:11][C:2]([C:16]3[CH:15]=[N:14][N:13]([CH3:12])[CH:17]=3)=[N:3][C:4]=12, predict the reactants needed to synthesize it. The reactants are: Br[C:2]1[NH:11][C:5]2=[N:6][CH:7]=[CH:8][C:9]([Cl:10])=[C:4]2[N:3]=1.[CH3:12][N:13]1[CH:17]=[C:16](B2OC(C)(C)C(C)(C)O2)[CH:15]=[N:14]1.P([O-])([O-])([O-])=O.[K+].[K+].[K+].C([O-])(=O)C.[Na+].C(#N)C. (6) Given the product [CH3:10][C:9]1[O:12][C:5]([C:3](=[O:4])[CH3:2])=[C:6]([CH3:7])[N:13]=1, predict the reactants needed to synthesize it. The reactants are: Cl[CH2:2][C:3]([CH2:5][C:6](=O)[CH3:7])=[O:4].[C:9]([O-:12])(=O)[CH3:10].[NH4+:13]. (7) Given the product [CH3:18][O:17][C@@H:5]([CH2:6][C:7]1[CH:8]=[CH:9][C:10]([O:13][CH2:14][CH2:15][O:20][C:21]2[CH:30]=[C:29]3[C:24]([C:25](=[O:37])[CH:26]=[C:27]([C:31]4[CH:36]=[CH:35][CH:34]=[CH:33][CH:32]=4)[O:28]3)=[CH:23][CH:22]=2)=[CH:11][CH:12]=1)[C:4]([OH:3])=[O:19], predict the reactants needed to synthesize it. The reactants are: C([O:3][C:4](=[O:19])[C@@H:5]([O:17][CH3:18])[CH2:6][C:7]1[CH:12]=[CH:11][C:10]([O:13][CH2:14][CH2:15]Br)=[CH:9][CH:8]=1)C.[OH:20][C:21]1[CH:30]=[C:29]2[C:24]([C:25](=[O:37])[CH:26]=[C:27]([C:31]3[CH:36]=[CH:35][CH:34]=[CH:33][CH:32]=3)[O:28]2)=[CH:23][CH:22]=1.CO[C@@H](CC1C=CC(OCCCOC2C=CC=CC=2)=CC=1)C(O)=O.